This data is from Reaction yield outcomes from USPTO patents with 853,638 reactions. The task is: Predict the reaction yield, written as a fraction of the theoretical maximum amount of product (1.0 means a 100% yield; for example, 0.34 means a 34% yield). (1) The reactants are [Br:1][C:2]1[N:3]=[CH:4][C:5]2[N:6]([C:8](I)=[CH:9][N:10]=2)[CH:7]=1.[F:12][C:13]1[CH:18]=[CH:17][C:16](B(O)O)=[CH:15][CH:14]=1.C([O-])([O-])=O.[K+].[K+]. The catalyst is O1CCOCC1.C1C=CC(P(C2C=CC=CC=2)[C-]2C=CC=C2)=CC=1.C1C=CC(P(C2C=CC=CC=2)[C-]2C=CC=C2)=CC=1.Cl[Pd]Cl.[Fe+2]. The product is [Br:1][C:2]1[N:3]=[CH:4][C:5]2[N:6]([C:8]([C:16]3[CH:17]=[CH:18][C:13]([F:12])=[CH:14][CH:15]=3)=[CH:9][N:10]=2)[CH:7]=1. The yield is 0.220. (2) The catalyst is COC1CCCC1. The reactants are [H-].[Al+3].[Li+].[H-].[H-].[H-].O=[C:8]1[N:12]([C@@H:13]([C:15]2[CH:20]=[CH:19][CH:18]=[CH:17][CH:16]=2)[CH3:14])[CH2:11][C@@H:10]([C:21](OC)=[O:22])[CH2:9]1. The product is [C:15]1([C@H:13]([N:12]2[CH2:8][CH2:9][C@H:10]([CH2:21][OH:22])[CH2:11]2)[CH3:14])[CH:16]=[CH:17][CH:18]=[CH:19][CH:20]=1. The yield is 0.570.